Task: Predict the reactants needed to synthesize the given product.. Dataset: Full USPTO retrosynthesis dataset with 1.9M reactions from patents (1976-2016) Given the product [CH2:9]=[C:10]([CH:11]=[N:37][C:3]([O:1][Si:17]([CH3:24])([CH3:23])[CH3:16])=[CH2:4])[CH2:13][CH3:14], predict the reactants needed to synthesize it. The reactants are: [CH2:1]([C:3](C=C)=[O:4])C.ClC1[CH:9]=[C:10]([CH:13]=[CH:14]C=1)[CH:11]=O.[CH3:16][Si:17]([CH3:24])([CH3:23])N[Si:17]([CH3:24])([CH3:23])[CH3:16].C([Li])CCC.C[Si](Cl)(C)C.C([N:37](CC)CC)C.C(Cl)(=O)C.